Dataset: Forward reaction prediction with 1.9M reactions from USPTO patents (1976-2016). Task: Predict the product of the given reaction. (1) Given the reactants C1(S([N:10]2[C:14]3=[N:15][CH:16]=[C:17]([O:19][CH3:20])[CH:18]=[C:13]3[CH:12]=[C:11]2[C:21]([C:29]2[CH:34]=[CH:33][C:32]([S:35]([CH3:38])(=[O:37])=[O:36])=[CH:31][CH:30]=2)=[CH:22][CH:23]2[CH2:28][CH2:27][CH2:26][CH2:25][CH2:24]2)(=O)=O)C=CC=CC=1.[F-].C([N+](CCCC)(CCCC)CCCC)CCC, predict the reaction product. The product is: [CH:23]1([CH:22]=[C:21]([C:11]2[NH:10][C:14]3=[N:15][CH:16]=[C:17]([O:19][CH3:20])[CH:18]=[C:13]3[CH:12]=2)[C:29]2[CH:34]=[CH:33][C:32]([S:35]([CH3:38])(=[O:37])=[O:36])=[CH:31][CH:30]=2)[CH2:28][CH2:27][CH2:26][CH2:25][CH2:24]1. (2) Given the reactants [F:1][C:2]([F:13])([F:12])[C:3]1[CH:4]=[C:5]([CH:9]=[CH:10][N:11]=1)[C:6](O)=[O:7].Cl.[CH3:15][NH:16][O:17][CH3:18].Cl.C(C(NCCCN(C)C)=N)C.CCN(CC)CC.[NH4+].[Cl-], predict the reaction product. The product is: [CH3:18][O:17][N:16]([CH3:15])[C:6](=[O:7])[C:5]1[CH:9]=[CH:10][N:11]=[C:3]([C:2]([F:13])([F:12])[F:1])[CH:4]=1.